From a dataset of Peptide-MHC class II binding affinity with 134,281 pairs from IEDB. Regression. Given a peptide amino acid sequence and an MHC pseudo amino acid sequence, predict their binding affinity value. This is MHC class II binding data. (1) The peptide sequence is AAFNNAIKAGTGGAY. The MHC is DRB1_0405 with pseudo-sequence DRB1_0405. The binding affinity (normalized) is 0.365. (2) The peptide sequence is FHYRAISTRYTLD. The MHC is DRB1_0401 with pseudo-sequence DRB1_0401. The binding affinity (normalized) is 0.679. (3) The peptide sequence is NSVVQALTSLGLLYT. The MHC is DRB1_0405 with pseudo-sequence DRB1_0405. The binding affinity (normalized) is 0.697. (4) The peptide sequence is DDRFGLALSHLNAMS. The MHC is HLA-DQA10201-DQB10301 with pseudo-sequence HLA-DQA10201-DQB10301. The binding affinity (normalized) is 0.589. (5) The peptide sequence is PSELQMSWLPLCVRL. The MHC is DRB5_0101 with pseudo-sequence DRB5_0101. The binding affinity (normalized) is 0.770.